Dataset: Peptide-MHC class I binding affinity with 185,985 pairs from IEDB/IMGT. Task: Regression. Given a peptide amino acid sequence and an MHC pseudo amino acid sequence, predict their binding affinity value. This is MHC class I binding data. (1) The peptide sequence is EEDAAVDDL. The MHC is HLA-B39:01 with pseudo-sequence HLA-B39:01. The binding affinity (normalized) is 0.0847. (2) The peptide sequence is INYCLDFLF. The MHC is HLA-A24:02 with pseudo-sequence HLA-A24:02. The binding affinity (normalized) is 0.339. (3) The peptide sequence is YARYVLQKL. The MHC is HLA-C06:02 with pseudo-sequence HLA-C06:02. The binding affinity (normalized) is 0.374. (4) The peptide sequence is FTNRSGSQ. The MHC is HLA-A01:01 with pseudo-sequence HLA-A01:01. The binding affinity (normalized) is 0. (5) The peptide sequence is CSRNLYVSLL. The MHC is Patr-B0101 with pseudo-sequence Patr-B0101. The binding affinity (normalized) is 0.540. (6) The peptide sequence is LMGAEADAL. The MHC is HLA-E01:01 with pseudo-sequence HLA-E01:03. The binding affinity (normalized) is 0.0847. (7) The binding affinity (normalized) is 0.0847. The MHC is HLA-B08:01 with pseudo-sequence HLA-B08:01. The peptide sequence is IPVSTNGKI.